Task: Binary Classification. Given a miRNA mature sequence and a target amino acid sequence, predict their likelihood of interaction.. Dataset: Experimentally validated miRNA-target interactions with 360,000+ pairs, plus equal number of negative samples The miRNA is hsa-miR-4768-3p with sequence CCAGGAGAUCCAGAGAGAAU. The protein sequence of the target gene is MEEERKTAELQKNRIQDSVVFEDVAVDFTQEEWALLDLAQRNLYRDVMLENFQNLASLGYPLHTPHLISQWEQEEDLQTVKRELIQGIFMGEHREGFETQLKTNESVASQDICGEKISNEQKIVRFKRNDSWFSSLHENQESCGIDYQNKSHERHLRNHMVENIYECYEENQDGQTFSQVPNLDSLKRNTEVKSCECHECGKAFVDHSSLKSHIRSHTGSKPYQCKECGKAFHFLACFKKHMKTPTEEKPYECKECTKAFSCSSFFRAHMKIHIGKTNYECKECGKGFSCSSSLTEHKRI.... Result: 1 (interaction).